Dataset: Forward reaction prediction with 1.9M reactions from USPTO patents (1976-2016). Task: Predict the product of the given reaction. (1) Given the reactants C[O:2][C:3]([C:5]1[S:6][C:7]([C:10]2[CH:15]=[CH:14][C:13]([F:16])=[CH:12][CH:11]=2)=[CH:8][CH:9]=1)=[O:4].[OH-].[Na+].Cl, predict the reaction product. The product is: [F:16][C:13]1[CH:12]=[CH:11][C:10]([C:7]2[S:6][C:5]([C:3]([OH:4])=[O:2])=[CH:9][CH:8]=2)=[CH:15][CH:14]=1. (2) Given the reactants CS([Br:5])(=O)=O.[CH3:6][O:7][C:8](=[O:35])[CH2:9][C@H:10]1[C:14]2[CH:15]=[CH:16][C:17]([O:19][C@H:20]3[C:28]4[C:23](=[C:24]([CH2:33]O)[C:25]([C:29]([F:32])([F:31])[F:30])=[CH:26][CH:27]=4)[CH2:22][CH2:21]3)=[CH:18][C:13]=2[O:12][CH2:11]1.C(N(CC)CC)C, predict the reaction product. The product is: [CH3:6][O:7][C:8](=[O:35])[CH2:9][C@H:10]1[C:14]2[CH:15]=[CH:16][C:17]([O:19][C@H:20]3[C:28]4[C:23](=[C:24]([CH2:33][Br:5])[C:25]([C:29]([F:32])([F:31])[F:30])=[CH:26][CH:27]=4)[CH2:22][CH2:21]3)=[CH:18][C:13]=2[O:12][CH2:11]1. (3) The product is: [F:32][C:33]([F:49])([F:50])[C:34]1[CH:48]=[CH:47][C:37]([O:38][C:39]2[CH:46]=[CH:45][C:42]([CH2:43][NH:44][C:4](=[O:6])[C:3]3[CH:7]=[CH:8][CH:9]=[N:10][C:2]=3[NH2:1])=[CH:41][CH:40]=2)=[CH:36][CH:35]=1. Given the reactants [NH2:1][C:2]1[N:10]=[CH:9][CH:8]=[CH:7][C:3]=1[C:4]([OH:6])=O.ON1C2C=CC=CC=2N=N1.CCN=C=NCCCN(C)C.[F:32][C:33]([F:50])([F:49])[C:34]1[CH:48]=[CH:47][C:37]([O:38][C:39]2[CH:46]=[CH:45][C:42]([CH2:43][NH2:44])=[CH:41][CH:40]=2)=[CH:36][CH:35]=1.C(=O)(O)[O-].[Na+], predict the reaction product.